From a dataset of Forward reaction prediction with 1.9M reactions from USPTO patents (1976-2016). Predict the product of the given reaction. (1) Given the reactants [Br:1][C:2]1[C:3]([OH:16])=[C:4]2[C:9](=[CH:10][CH:11]=1)[N:8]([C:12](=[O:14])[CH3:13])[C@@H:7]([CH3:15])[CH2:6][CH2:5]2.CN(C)C=O.F[C:23]1[CH:28]=[CH:27][C:26]([N+:29]([O-:31])=[O:30])=[CH:25][C:24]=1[F:32].C(=O)([O-])[O-].[Cs+].[Cs+], predict the reaction product. The product is: [Br:1][C:2]1[C:3]([O:16][C:23]2[CH:28]=[CH:27][C:26]([N+:29]([O-:31])=[O:30])=[CH:25][C:24]=2[F:32])=[C:4]2[C:9](=[CH:10][CH:11]=1)[N:8]([C:12](=[O:14])[CH3:13])[C@@H:7]([CH3:15])[CH2:6][CH2:5]2. (2) Given the reactants Br[C:2]1[CH:3]=[C:4]2[C:10]([NH:11][C:12]([C:14]3[CH:15]=[N:16][N:17]([CH2:19][C:20]4[CH:25]=[CH:24][CH:23]=[CH:22][CH:21]=4)[CH:18]=3)=[O:13])=[CH:9][NH:8][C:5]2=[N:6][CH:7]=1.[N:26]1[CH:31]=[CH:30][C:29](B(O)O)=[CH:28][CH:27]=1.[O-]P([O-])([O-])=O.[K+].[K+].[K+], predict the reaction product. The product is: [N:26]1[CH:31]=[CH:30][C:29]([C:2]2[CH:3]=[C:4]3[C:10]([NH:11][C:12]([C:14]4[CH:15]=[N:16][N:17]([CH2:19][C:20]5[CH:25]=[CH:24][CH:23]=[CH:22][CH:21]=5)[CH:18]=4)=[O:13])=[CH:9][NH:8][C:5]3=[N:6][CH:7]=2)=[CH:28][CH:27]=1. (3) Given the reactants [CH:1]([C:4]1[CH:9]=[CH:8][CH:7]=[CH:6][N+:5]=1[O-])([CH3:3])[CH3:2].[C:11]([Si](C)(C)C)#[N:12].C(N(CC)C(Cl)=O)C.C(=O)([O-])[O-].[K+].[K+], predict the reaction product. The product is: [C:11]([C:6]1[CH:7]=[CH:8][CH:9]=[C:4]([CH:1]([CH3:3])[CH3:2])[N:5]=1)#[N:12]. (4) Given the reactants C1(P(C2C=CC=CC=2)C2C=CC=CC=2)C=CC=CC=1.CC(OC(/N=N/C(OC(C)C)=O)=O)C.[F:34][C:35]([F:46])([F:45])[C:36]([NH:38][C:39]1[CH:43]=[CH:42][S:41][C:40]=1[I:44])=[O:37].[C:47]([O:51][C:52]([N:54]1[CH2:59][CH:58]=[C:57]([CH2:60]O)[CH2:56][CH2:55]1)=[O:53])([CH3:50])([CH3:49])[CH3:48], predict the reaction product. The product is: [C:47]([O:51][C:52]([N:54]1[CH2:55][CH:56]=[C:57]([CH2:60][N:38]([C:39]2[CH:43]=[CH:42][S:41][C:40]=2[I:44])[C:36](=[O:37])[C:35]([F:34])([F:45])[F:46])[CH2:58][CH2:59]1)=[O:53])([CH3:50])([CH3:48])[CH3:49].